Dataset: Forward reaction prediction with 1.9M reactions from USPTO patents (1976-2016). Task: Predict the product of the given reaction. (1) Given the reactants [CH2:1]1[C:9]2[C:4](=[CH:5][CH:6]=[CH:7][CH:8]=2)[CH2:3][CH:2]1OS(C)(=O)=O.[C:15](#[N:17])C, predict the reaction product. The product is: [CH2:1]1[C:9]2[C:4](=[CH:5][CH:6]=[CH:7][CH:8]=2)[CH2:3][CH:2]1[C:15]#[N:17]. (2) Given the reactants [CH3:1][O:2][C:3]1[CH:4]=[C:5]([CH2:20]O)[C:6]2[O:10][C:9]([C:11]3[CH:16]=[CH:15][C:14]([O:17][CH3:18])=[CH:13][CH:12]=3)=[CH:8][C:7]=2[CH:19]=1.B(Br)(Br)[Br:23], predict the reaction product. The product is: [Br:23][CH2:20][C:5]1[C:6]2[O:10][C:9]([C:11]3[CH:16]=[CH:15][C:14]([O:17][CH3:18])=[CH:13][CH:12]=3)=[CH:8][C:7]=2[CH:19]=[C:3]([O:2][CH3:1])[CH:4]=1. (3) Given the reactants Cl.[F:2][C:3]1[CH:8]=[CH:7][CH:6]=[C:5]([F:9])[C:4]=1[CH2:10][C:11]([OH:13])=O.[CH2:14]([C@H:21]1[CH2:25][NH:24][C@H:23]([C:26]([NH:28][C:29]2[CH:34]=[CH:33][C:32]([O:35][C:36]3[CH:41]=[CH:40][C:39]([F:42])=[CH:38][CH:37]=3)=[CH:31][CH:30]=2)=[O:27])[CH2:22]1)[C:15]1[CH:20]=[CH:19][CH:18]=[CH:17][CH:16]=1, predict the reaction product. The product is: [CH2:14]([C@H:21]1[CH2:25][N:24]([C:11](=[O:13])[CH2:10][C:4]2[C:5]([F:9])=[CH:6][CH:7]=[CH:8][C:3]=2[F:2])[C@H:23]([C:26]([NH:28][C:29]2[CH:34]=[CH:33][C:32]([O:35][C:36]3[CH:37]=[CH:38][C:39]([F:42])=[CH:40][CH:41]=3)=[CH:31][CH:30]=2)=[O:27])[CH2:22]1)[C:15]1[CH:16]=[CH:17][CH:18]=[CH:19][CH:20]=1. (4) Given the reactants [O:1]1[CH:5]=[CH:4][CH:3]=[C:2]1[CH:6]=O.[CH3:8][C:9]([S@@:12]([NH2:14])=[O:13])([CH3:11])[CH3:10], predict the reaction product. The product is: [O:1]1[CH:5]=[CH:4][CH:3]=[C:2]1/[CH:6]=[N:14]/[S@:12]([C:9]([CH3:11])([CH3:10])[CH3:8])=[O:13].